Dataset: Catalyst prediction with 721,799 reactions and 888 catalyst types from USPTO. Task: Predict which catalyst facilitates the given reaction. (1) Reactant: C1N=CN(C(N2C=NC=C2)=O)C=1.[Br:13][C:14]1[CH:15]=[CH:16][C:17]2[O:22][C:21]([C:23](O)=[O:24])=[CH:20][C:19](=[O:26])[C:18]=2[CH:27]=1.[BH4-].[Na+].[Cl-].[NH4+]. Product: [Br:13][C:14]1[CH:15]=[CH:16][C:17]2[O:22][C:21]([CH2:23][OH:24])=[CH:20][C:19](=[O:26])[C:18]=2[CH:27]=1. The catalyst class is: 20. (2) Reactant: [NH2:1][C:2]1([C:10]#[N:11])[CH2:7][CH2:6][CH2:5][C:4]([CH3:9])([CH3:8])[CH2:3]1.[OH:12]S(O)(=O)=O. Product: [NH2:1][C:2]1([C:10]([NH2:11])=[O:12])[CH2:7][CH2:6][CH2:5][C:4]([CH3:8])([CH3:9])[CH2:3]1. The catalyst class is: 6.